From a dataset of TCR-epitope binding with 47,182 pairs between 192 epitopes and 23,139 TCRs. Binary Classification. Given a T-cell receptor sequence (or CDR3 region) and an epitope sequence, predict whether binding occurs between them. (1) The epitope is YSEHPTFTSQY. The TCR CDR3 sequence is CSVTGGTYEQYF. Result: 1 (the TCR binds to the epitope). (2) The epitope is ELAGIGILTV. The TCR CDR3 sequence is CASVENTEAFF. Result: 1 (the TCR binds to the epitope). (3) The epitope is AMFWSVPTV. The TCR CDR3 sequence is CASSYFGVNSPLHF. Result: 1 (the TCR binds to the epitope). (4) The epitope is QYDPVAALF. The TCR CDR3 sequence is CASSLSSTRTDTQYF. Result: 1 (the TCR binds to the epitope). (5) The epitope is LLWNGPMAV. The TCR CDR3 sequence is CASSSHDKQGARSPLHF. Result: 0 (the TCR does not bind to the epitope). (6) The epitope is IPRRNVATL. The TCR CDR3 sequence is CASSMGANEQFF. Result: 0 (the TCR does not bind to the epitope). (7) The epitope is CINGVCWTV. The TCR CDR3 sequence is CASSLTCDRTHSVYGYTF. Result: 1 (the TCR binds to the epitope). (8) The epitope is LPPAYTNSF. The TCR CDR3 sequence is CASSSPVGGLSTDTQYF. Result: 1 (the TCR binds to the epitope). (9) The epitope is TPINLVRDL. The TCR CDR3 sequence is CSVEGSSGQEYNEQFF. Result: 1 (the TCR binds to the epitope).